Predict the reaction yield, written as a fraction of the theoretical maximum amount of product (1.0 means a 100% yield; for example, 0.34 means a 34% yield). From a dataset of Reaction yield outcomes from USPTO patents with 853,638 reactions. (1) The reactants are [Cl:1][C:2]1[CH:7]=[CH:6][C:5]([CH:8]([O:23][CH3:24])[CH2:9][NH:10]S(C2C=CC([N+]([O-])=O)=CC=2)(=O)=O)=[CH:4][CH:3]=1.C1(S)C=CC=CC=1.C(=O)([O-])[O-].[K+].[K+].[C:38](O[C:38]([O:40][C:41]([CH3:44])([CH3:43])[CH3:42])=[O:39])([O:40][C:41]([CH3:44])([CH3:43])[CH3:42])=[O:39]. The catalyst is C(#N)C.CS(C)=O. The product is [Cl:1][C:2]1[CH:3]=[CH:4][C:5]([CH:8]([O:23][CH3:24])[CH2:9][NH:10][C:38](=[O:39])[O:40][C:41]([CH3:44])([CH3:43])[CH3:42])=[CH:6][CH:7]=1. The yield is 0.725. (2) The reactants are Cl.[NH2:2][CH:3]1[CH2:8][CH2:7][O:6][CH2:5][CH2:4]1.C([O-])(O)=O.[Na+].Cl[C:15]([O:17][C:18]([CH3:20])=[CH2:19])=[O:16]. The catalyst is CCOC(C)=O. The product is [CH2:19]=[C:18]([O:17][C:15](=[O:16])[NH:2][CH:3]1[CH2:8][CH2:7][O:6][CH2:5][CH2:4]1)[CH3:20]. The yield is 0.890. (3) The yield is 0.310. The catalyst is C(Cl)Cl.O. The reactants are [Br:1][C:2]1[CH:10]=[C:9](/[CH:11]=[CH:12]/[CH:13]([C:18]2[CH:23]=[C:22]([Cl:24])[C:21]([F:25])=[C:20]([Cl:26])[CH:19]=2)[C:14]([F:17])([F:16])[F:15])[CH:8]=[CH:7][C:3]=1[C:4](O)=[O:5].[NH2:27][CH2:28][C:29]([NH:31][CH2:32][C:33]([F:36])([F:35])[F:34])=[O:30].F[P-](F)(F)(F)(F)F.N1(O[P+](N2CCCC2)(N2CCCC2)N2CCCC2)C2C=CC=CC=2N=N1.CCN(C(C)C)C(C)C. The product is [Br:1][C:2]1[CH:10]=[C:9](/[CH:11]=[CH:12]/[CH:13]([C:18]2[CH:19]=[C:20]([Cl:26])[C:21]([F:25])=[C:22]([Cl:24])[CH:23]=2)[C:14]([F:17])([F:16])[F:15])[CH:8]=[CH:7][C:3]=1[C:4]([NH:27][CH2:28][C:29](=[O:30])[NH:31][CH2:32][C:33]([F:36])([F:35])[F:34])=[O:5]. (4) The reactants are [Cl:1][C:2]1[N:7]=[C:6]([C:8]2[S:12][C:11]([CH:13]([CH3:15])[CH3:14])=[N:10][C:9]=2[C:16]2[CH:17]=[CH:18][C:19]([F:23])=[C:20]([NH2:22])[CH:21]=2)[CH:5]=[CH:4][N:3]=1.[F:24][C:25]1[CH:30]=[CH:29][CH:28]=[CH:27][C:26]=1[S:31](Cl)(=[O:33])=[O:32].C(Cl)Cl.N1C=CC=CC=1. The catalyst is O.CCOC(C)=O. The product is [Cl:1][C:2]1[N:7]=[C:6]([C:8]2[S:12][C:11]([CH:13]([CH3:15])[CH3:14])=[N:10][C:9]=2[C:16]2[CH:17]=[CH:18][C:19]([F:23])=[C:20]([NH:22][S:31]([C:26]3[CH:27]=[CH:28][CH:29]=[CH:30][C:25]=3[F:24])(=[O:33])=[O:32])[CH:21]=2)[CH:5]=[CH:4][N:3]=1. The yield is 0.750. (5) The reactants are CNC(=O)C1C=CC=C(C2C=CC([O:16][C@@H]3[C@@H](O)[C@@H](O)[C@H](O)[C@@H](CO)O3)=C(C)C=2)C=1.C([O:33][C@@H:34]1[C@@H:39]([O:40]C(=O)C)[C@@H:38]([CH2:44][O:45]C(=O)C)[O:37][C@H:36]([O:49][C:50]2[CH:55]=[CH:54][C:53](Br)=[CH:52][C:51]=2[F:57])[C@H:35]1CC([O-])=O)(=O)C.[CH3:62][O:63][C:64]([C:66]1[CH:67]=[C:68](B(O)O)[CH:69]=[CH:70][CH:71]=1)=[O:65]. No catalyst specified. The product is [F:57][C:51]1[CH:52]=[C:53]([C:68]2[CH:67]=[C:66]([CH:71]=[CH:70][CH:69]=2)[C:64]([O:63][CH3:62])=[O:65])[CH:54]=[CH:55][C:50]=1[O:49][C@@H:36]1[C@@H:35]([OH:16])[C@@H:34]([OH:33])[C@H:39]([OH:40])[C@@H:38]([CH2:44][OH:45])[O:37]1. The yield is 0.660. (6) The reactants are [C:1]([O:5][C:6](=[O:26])[NH:7][CH2:8][CH2:9][C:10](=[O:25])[NH:11][C:12]1[CH:17]=[CH:16][C:15]([N:18]=[CH:19][N:20](C)C)=[C:14]([C:23]#[N:24])[CH:13]=1)([CH3:4])([CH3:3])[CH3:2].N[C:28]1[CH:42]=[CH:41][C:31]([C:32]([NH:34][C:35]2[CH:40]=[CH:39][CH:38]=[CH:37][CH:36]=2)=[O:33])=[CH:30][CH:29]=1. The catalyst is C(O)(=O)C.C(=O)(O)[O-].[Na+]. The product is [C:1]([O:5][C:6](=[O:26])[NH:7][CH2:8][CH2:9][C:10](=[O:25])[NH:11][C:12]1[CH:13]=[C:14]2[C:15](=[CH:16][CH:17]=1)[N:18]=[CH:19][N:20]=[C:23]2[NH:24][C:28]1[CH:29]=[CH:30][C:31]([C:32](=[O:33])[NH:34][C:35]2[CH:40]=[CH:39][CH:38]=[CH:37][CH:36]=2)=[CH:41][CH:42]=1)([CH3:2])([CH3:3])[CH3:4]. The yield is 0.250. (7) The reactants are C[O:2][C:3]([C:5]1([C:11]2[CH:16]=[CH:15][C:14]([NH:17][C:18]([C:20]3[NH:21][CH:22]=[C:23]([C:25]#[N:26])[N:24]=3)=[O:19])=[C:13]([C:27]3[CH2:32][CH2:31][C:30]([CH3:34])([CH3:33])[CH2:29][CH:28]=3)[CH:12]=2)[CH2:10][CH2:9][O:8][CH2:7][CH2:6]1)=[O:4].[OH-].[Na+].O. The catalyst is C1COCC1.CO. The product is [C:25]([C:23]1[N:24]=[C:20]([C:18]([NH:17][C:14]2[CH:15]=[CH:16][C:11]([C:5]3([C:3]([OH:4])=[O:2])[CH2:6][CH2:7][O:8][CH2:9][CH2:10]3)=[CH:12][C:13]=2[C:27]2[CH2:32][CH2:31][C:30]([CH3:34])([CH3:33])[CH2:29][CH:28]=2)=[O:19])[NH:21][CH:22]=1)#[N:26]. The yield is 0.950. (8) The reactants are [NH2:1][CH2:2][CH2:3][CH2:4][CH2:5][OH:6].[CH3:7][C:8]([O:11][C:12](O[C:12]([O:11][C:8]([CH3:10])([CH3:9])[CH3:7])=[O:13])=[O:13])([CH3:10])[CH3:9]. The catalyst is C(Cl)Cl. The product is [OH:6][CH2:5][CH2:4][CH2:3][CH2:2][NH:1][C:12](=[O:13])[O:11][C:8]([CH3:10])([CH3:9])[CH3:7]. The yield is 0.880. (9) The reactants are [CH3:1][O:2][C:3]1[CH:4]=[C:5]([C:9]2[S:13][C:12]([CH3:14])=[N:11][C:10]=2[C:15](OC)=[O:16])[CH:6]=[CH:7][CH:8]=1.[H-].[H-].[H-].[H-].[Li+].[Al+3].C(O)(=O)C. The catalyst is C1COCC1.O. The product is [CH3:1][O:2][C:3]1[CH:4]=[C:5]([C:9]2[S:13][C:12]([CH3:14])=[N:11][C:10]=2[CH2:15][OH:16])[CH:6]=[CH:7][CH:8]=1. The yield is 0.920.